Dataset: Reaction yield outcomes from USPTO patents with 853,638 reactions. Task: Predict the reaction yield, written as a fraction of the theoretical maximum amount of product (1.0 means a 100% yield; for example, 0.34 means a 34% yield). (1) The yield is 0.420. The catalyst is C(Cl)Cl. The reactants are C1(P(C2C=CC=CC=2)C2C=CC=CC=2)C=CC=CC=1.[Cl:20][C:21]1[CH:40]=[CH:39][C:24]([NH:25][C:26]2[C:35]3[C:30](=[CH:31][C:32]([OH:38])=[C:33]([O:36][CH3:37])[CH:34]=3)[N:29]=[CH:28][N:27]=2)=[C:23]([F:41])[CH:22]=1.[C:42]([O:46][C:47]([NH:49][CH2:50][CH2:51][CH2:52]O)=[O:48])([CH3:45])([CH3:44])[CH3:43].N(C(OCC)=O)=NC(OCC)=O. The product is [C:42]([O:46][C:47]([NH:49][CH2:50][CH2:51][CH2:52][O:38][C:32]1[CH:31]=[C:30]2[C:35]([C:26]([NH:25][C:24]3[CH:39]=[CH:40][C:21]([Cl:20])=[CH:22][C:23]=3[F:41])=[N:27][CH:28]=[N:29]2)=[CH:34][C:33]=1[O:36][CH3:37])=[O:48])([CH3:45])([CH3:44])[CH3:43]. (2) The reactants are [C:1](Cl)(=[O:3])[CH3:2].[N+:5]([C:8]1[CH:9]=[CH:10][C:11]2[CH2:17][CH2:16][CH2:15][CH2:14][NH:13][C:12]=2[CH:18]=1)([O-:7])=[O:6].C([O-])(O)=O.[Na+]. The catalyst is C(Cl)Cl. The product is [N+:5]([C:8]1[CH:9]=[CH:10][C:11]2[CH2:17][CH2:16][CH2:15][CH2:14][N:13]([C:1](=[O:3])[CH3:2])[C:12]=2[CH:18]=1)([O-:7])=[O:6]. The yield is 0.800.